From a dataset of Reaction yield outcomes from USPTO patents with 853,638 reactions. Predict the reaction yield, written as a fraction of the theoretical maximum amount of product (1.0 means a 100% yield; for example, 0.34 means a 34% yield). (1) The reactants are C([NH:5][S:6]([C:9]1[CH:14]=[CH:13][CH:12]=[C:11]([C:15]2[CH:20]=[C:19]([C:21]3[N:26]=[C:25]([CH3:27])[CH:24]=[C:23]([C:28]4[CH:33]=[CH:32][C:31]([C:34]([F:37])([F:36])[F:35])=[CH:30][CH:29]=4)[N:22]=3)[CH:18]=[CH:17][N:16]=2)[CH:10]=1)(=[O:8])=[O:7])(C)(C)C.C(O)(C(F)(F)F)=O. The catalyst is ClCCl. The product is [CH3:27][C:25]1[CH:24]=[C:23]([C:28]2[CH:33]=[CH:32][C:31]([C:34]([F:37])([F:35])[F:36])=[CH:30][CH:29]=2)[N:22]=[C:21]([C:19]2[CH:18]=[CH:17][N:16]=[C:15]([C:11]3[CH:10]=[C:9]([S:6]([NH2:5])(=[O:8])=[O:7])[CH:14]=[CH:13][CH:12]=3)[CH:20]=2)[N:26]=1. The yield is 0.210. (2) The reactants are [C:1](=[O:38])([O:3][C:4]([CH3:37])([CH3:36])[CH2:5][C@@H:6]([CH2:17][C:18]([N:21]1[CH2:25][CH2:24][C@H:23]2[CH2:26][N:27]([C:29]([C:31]3([C:34]#[N:35])[CH2:33][CH2:32]3)=[O:30])[CH2:28][C@@H:22]12)=[C:19]=[O:20])[CH2:7][C:8]1[CH:13]=[C:12]([F:14])[C:11]([F:15])=[CH:10][C:9]=1[F:16])[NH2:2].OO.C(=O)([O-])[O-:42].[K+].[K+].O. The catalyst is CS(C)=O. The product is [C:1](=[O:38])([O:3][C:4]([CH3:36])([CH3:37])[CH2:5][C@@H:6]([CH2:17][C:18]([N:21]1[CH2:25][CH2:24][C@H:23]2[CH2:26][N:27]([C:29]([C:31]3([C:34]([NH2:35])=[O:42])[CH2:32][CH2:33]3)=[O:30])[CH2:28][C@@H:22]12)=[C:19]=[O:20])[CH2:7][C:8]1[CH:13]=[C:12]([F:14])[C:11]([F:15])=[CH:10][C:9]=1[F:16])[NH2:2]. The yield is 0.850. (3) The reactants are [CH2:1]([CH:3]1[CH2:7][CH:6]([O:8][CH:9]2[CH2:14][CH2:13][O:12][CH2:11][CH2:10]2)[CH2:5][CH:4]1[C:15]1[N:19]2[C:20]3[CH:26]=[CH:25][N:24](S(C4C=CC(C)=CC=4)(=O)=O)[C:21]=3[N:22]=[CH:23][C:18]2=[N:17][N:16]=1)[CH3:2].[OH-].[Na+].Cl. No catalyst specified. The product is [CH2:1]([C@@H:3]1[CH2:7][C@H:6]([O:8][CH:9]2[CH2:14][CH2:13][O:12][CH2:11][CH2:10]2)[CH2:5][C@@H:4]1[C:15]1[N:19]2[C:20]3[CH:26]=[CH:25][NH:24][C:21]=3[N:22]=[CH:23][C:18]2=[N:17][N:16]=1)[CH3:2]. The yield is 0.480. (4) The reactants are [CH:1]1([CH:6]2[CH2:11][CH2:10][CH:9]([O:12][C:13]3[C:14]([C:30]([F:33])([F:32])[F:31])=[C:15]4[C:20](=[CH:21][CH:22]=3)[CH:19]=[C:18]([C@:23]3([CH3:29])[CH2:27][O:26]C(=O)[NH:24]3)[CH:17]=[CH:16]4)[CH2:8][CH2:7]2)[CH2:5][CH2:4][CH2:3][CH2:2]1.O.[OH-].[Li+].O. No catalyst specified. The product is [NH2:24][C@@:23]([C:18]1[CH:17]=[CH:16][C:15]2[C:20](=[CH:21][CH:22]=[C:13]([O:12][C@H:9]3[CH2:10][CH2:11][C@H:6]([CH:1]4[CH2:5][CH2:4][CH2:3][CH2:2]4)[CH2:7][CH2:8]3)[C:14]=2[C:30]([F:32])([F:33])[F:31])[CH:19]=1)([CH3:29])[CH2:27][OH:26]. The yield is 0.810. (5) The reactants are C[Si](C)(C)[C:3]#[C:4][C:5]1[CH:6]=[C:7]([OH:11])[CH:8]=[CH:9][CH:10]=1.[N:14]([C:17]1[CH:18]=[C:19]([OH:23])[CH:20]=[CH:21][CH:22]=1)=[N+:15]=[N-:16].N1C=CC=CC=1C1C=CC=CN=1. The catalyst is CN(C=O)C.CCOC(C)=O. The product is [OH:23][C:19]1[CH:18]=[C:17]([N:14]2[CH:3]=[C:4]([C:5]3[CH:10]=[CH:9][CH:8]=[C:7]([OH:11])[CH:6]=3)[N:16]=[N:15]2)[CH:22]=[CH:21][CH:20]=1. The yield is 0.700. (6) The reactants are [I:1][C:2]1[C:3]2[CH2:13][C:12]3[C:7](=[CH:8][CH:9]=[C:10]([C:14]([OH:16])=O)[CH:11]=3)[C:4]=2[NH:5][N:6]=1.[CH:17]1[CH:18]=[CH:19][C:20]2N(O)N=[N:23][C:21]=2[CH:22]=1.C(Cl)CCl.C1(N)CCCCC1.CCN(CC)CC. The catalyst is CN(C=O)C.CCOC(C)=O. The product is [CH:21]1([NH:23][C:14]([C:10]2[CH:11]=[C:12]3[C:7](=[CH:8][CH:9]=2)[C:4]2[NH:5][N:6]=[C:2]([I:1])[C:3]=2[CH2:13]3)=[O:16])[CH2:22][CH2:17][CH2:18][CH2:19][CH2:20]1. The yield is 0.500. (7) The reactants are Cl[C:2]1[O:3][C:4]([CH2:14][CH2:15][C:16]([O:18][CH3:19])=[O:17])=[C:5]([C:7]2[CH:12]=[CH:11][C:10]([Cl:13])=[CH:9][CH:8]=2)[N:6]=1.[NH:20]1[CH:24]=[CH:23][N:22]=[CH:21]1.CN(C)C=O.[H-].[Na+]. The catalyst is O. The product is [Cl:13][C:10]1[CH:11]=[CH:12][C:7]([C:5]2[N:6]=[C:2]([N:20]3[CH:24]=[CH:23][N:22]=[CH:21]3)[O:3][C:4]=2[CH2:14][CH2:15][C:16]([O:18][CH3:19])=[O:17])=[CH:8][CH:9]=1. The yield is 0.800. (8) The reactants are [Cl:1][C:2]1[C:3]([O:12][C:13]2[CH:18]=[C:17]([O:19][CH:20]([CH3:22])[CH3:21])[CH:16]=[CH:15][C:14]=2/[CH:23]=[C:24](\[CH3:28])/[C:25]([OH:27])=O)=[N:4][CH:5]=[C:6]([C:8]([F:11])([F:10])[F:9])[CH:7]=1.Cl.C(N=C=NCCCN(C)C)C.[S:41]1[CH:45]=[CH:44][CH:43]=[C:42]1[CH2:46][CH2:47][NH:48][S:49]([NH2:52])(=[O:51])=[O:50].Cl. The catalyst is C(#N)C.CN(C)C1C=CN=CC=1.C(OCC)(=O)C. The product is [Cl:1][C:2]1[C:3]([O:12][C:13]2[CH:18]=[C:17]([O:19][CH:20]([CH3:21])[CH3:22])[CH:16]=[CH:15][C:14]=2/[CH:23]=[C:24](\[CH3:28])/[C:25]([NH:52][S:49]([NH:48][CH2:47][CH2:46][C:42]2[S:41][CH:45]=[CH:44][CH:43]=2)(=[O:50])=[O:51])=[O:27])=[N:4][CH:5]=[C:6]([C:8]([F:9])([F:10])[F:11])[CH:7]=1. The yield is 0.690. (9) The reactants are Br[C:2]1[CH:20]=[CH:19][C:5]([CH2:6][CH:7]2[CH2:11][CH2:10][N:9]([CH:12]3[CH2:17][CH2:16][CH2:15][CH2:14][CH2:13]3)[C:8]2=[O:18])=[C:4]([Cl:21])[CH:3]=1.[C:22]([O:26][C:27]([C:29]1[CH:30]=[C:31](B(O)O)[CH:32]=[CH:33][CH:34]=1)=[O:28])([CH3:25])([CH3:24])[CH3:23]. No catalyst specified. The product is [C:22]([O:26][C:27]([C:29]1[CH:34]=[C:33]([C:2]2[CH:20]=[CH:19][C:5]([CH2:6][CH:7]3[CH2:11][CH2:10][N:9]([CH:12]4[CH2:17][CH2:16][CH2:15][CH2:14][CH2:13]4)[C:8]3=[O:18])=[C:4]([Cl:21])[CH:3]=2)[CH:32]=[CH:31][CH:30]=1)=[O:28])([CH3:25])([CH3:23])[CH3:24]. The yield is 0.800.